From a dataset of Peptide-MHC class I binding affinity with 185,985 pairs from IEDB/IMGT. Regression. Given a peptide amino acid sequence and an MHC pseudo amino acid sequence, predict their binding affinity value. This is MHC class I binding data. (1) The peptide sequence is ELWKDVDRII. The MHC is HLA-A02:01 with pseudo-sequence HLA-A02:01. The binding affinity (normalized) is 0.160. (2) The peptide sequence is KSWPGVQSF. The binding affinity (normalized) is 0.0737. The MHC is HLA-B40:01 with pseudo-sequence HLA-B40:01. (3) The peptide sequence is FWITAIYVF. The MHC is HLA-A23:01 with pseudo-sequence HLA-A23:01. The binding affinity (normalized) is 0.529. (4) The peptide sequence is ELVENGKKV. The MHC is HLA-A02:01 with pseudo-sequence HLA-A02:01. The binding affinity (normalized) is 0.207. (5) The peptide sequence is AVGFFPTGV. The MHC is HLA-B27:03 with pseudo-sequence HLA-B27:03. The binding affinity (normalized) is 0.0847. (6) The peptide sequence is PPENEGPQRE. The MHC is Mamu-A2201 with pseudo-sequence Mamu-A2201. The binding affinity (normalized) is 0. (7) The peptide sequence is MTGVMRGNY. The MHC is HLA-A80:01 with pseudo-sequence HLA-A80:01. The binding affinity (normalized) is 0.451. (8) The peptide sequence is FVNYNFTLV. The MHC is HLA-B35:03 with pseudo-sequence HLA-B35:03. The binding affinity (normalized) is 0. (9) The peptide sequence is SENGVVAPTL. The MHC is HLA-B40:02 with pseudo-sequence HLA-B40:02. The binding affinity (normalized) is 0.541.